Predict the product of the given reaction. From a dataset of Forward reaction prediction with 1.9M reactions from USPTO patents (1976-2016). (1) The product is: [CH:14]1([N:8]2[C:4]3[N:5]=[CH:6][N:7]=[C:2]([NH2:1])[C:3]=3[C:10]([C:11]3[NH:29][C:21]4[CH:22]=[C:23]([N+:26]([O-:28])=[O:27])[CH:24]=[CH:25][C:20]=4[N:19]=3)=[CH:9]2)[CH2:18][CH2:17][CH2:16][CH2:15]1. Given the reactants [NH2:1][C:2]1[C:3]2[C:10]([C:11](O)=O)=[CH:9][N:8]([CH:14]3[CH2:18][CH2:17][CH2:16][CH2:15]3)[C:4]=2[N:5]=[CH:6][N:7]=1.[NH2:19][C:20]1[CH:25]=[CH:24][C:23]([N+:26]([O-:28])=[O:27])=[CH:22][C:21]=1[NH2:29].CN(C(ON1N=NC2C=CC=NC1=2)=[N+](C)C)C.F[P-](F)(F)(F)(F)F, predict the reaction product. (2) Given the reactants [CH3:1][O:2][C:3](=[O:16])[CH2:4][C:5]1[CH:10]=[CH:9][C:8]([Cl:11])=[CH:7][C:6]=1[NH:12]C(=O)C.[N:17](OC(C)(C)C)=O.O, predict the reaction product. The product is: [CH3:1][O:2][C:3]([C:4]1[C:5]2[C:6](=[CH:7][C:8]([Cl:11])=[CH:9][CH:10]=2)[NH:12][N:17]=1)=[O:16].